This data is from Catalyst prediction with 721,799 reactions and 888 catalyst types from USPTO. The task is: Predict which catalyst facilitates the given reaction. (1) Reactant: C([O:3][C:4]([C:6]12[CH2:23][CH:22]1[CH:21]=[CH:20][CH2:19][CH2:18][CH2:17][CH2:16][N:15]([CH3:24])[C:14](=[O:25])[CH:13]1[CH:9]([CH2:10][CH:11]([O:26][C:27]3[C:36]4[C:31](=[CH:32][C:33]([O:37][CH3:38])=[CH:34][CH:35]=4)[N:30]=[C:29]([C:39]4[S:40][CH:41]=[C:42]([CH:44]([CH3:46])[CH3:45])[N:43]=4)[CH:28]=3)[CH2:12]1)[C:8](=[O:47])[NH:7]2)=[O:5])C.[Li+].[OH-].Cl. Product: [CH:44]([C:42]1[N:43]=[C:39]([C:29]2[CH:28]=[C:27]([O:26][CH:11]3[CH2:10][CH:9]4[CH:13]([C:14](=[O:25])[N:15]([CH3:24])[CH2:16][CH2:17][CH2:18][CH2:19][CH:20]=[CH:21][CH:22]5[C:6]([C:4]([OH:5])=[O:3])([NH:7][C:8]4=[O:47])[CH2:23]5)[CH2:12]3)[C:36]3[C:31](=[CH:32][C:33]([O:37][CH3:38])=[CH:34][CH:35]=3)[N:30]=2)[S:40][CH:41]=1)([CH3:46])[CH3:45]. The catalyst class is: 169. (2) Reactant: [O:1]=[C:2]1[NH:10][C:5]2=[N:6][CH:7]=[CH:8][CH:9]=[C:4]2[C:3]21[CH2:18][C:17]1[C:12](=[CH:13][CH:14]=[C:15]([NH:19][C:20]3[CH:25]=[CH:24][N:23]=[C:22]([C:26](O)=[O:27])[CH:21]=3)[CH:16]=1)[CH2:11]2.[CH2:29]([CH:31]1[CH2:39][C:38]2[C:33](=[CH:34][C:35]([F:40])=[CH:36][CH:37]=2)[NH:32]1)[CH3:30].CCN(C(C)C)C(C)C.CN(C(ON1N=NC2C=CC=CC1=2)=[N+](C)C)C.[B-](F)(F)(F)F. Product: [CH2:29]([CH:31]1[CH2:39][C:38]2[C:33](=[CH:34][C:35]([F:40])=[CH:36][CH:37]=2)[N:32]1[C:26]([C:22]1[CH:21]=[C:20]([NH:19][C:15]2[CH:16]=[C:17]3[C:12](=[CH:13][CH:14]=2)[CH2:11][C:3]2([C:4]4[C:5](=[N:6][CH:7]=[CH:8][CH:9]=4)[NH:10][C:2]2=[O:1])[CH2:18]3)[CH:25]=[CH:24][N:23]=1)=[O:27])[CH3:30]. The catalyst class is: 3.